The task is: Predict the reactants needed to synthesize the given product.. This data is from Full USPTO retrosynthesis dataset with 1.9M reactions from patents (1976-2016). Given the product [Br:21][C:17]1[N:18]=[C:19]([O:10][CH:8]([C:6]2[CH:7]=[C:2]([F:1])[CH:3]=[CH:4][C:5]=2[O:11][CH3:12])[CH3:9])[C:14]([NH2:13])=[N:15][CH:16]=1, predict the reactants needed to synthesize it. The reactants are: [F:1][C:2]1[CH:3]=[CH:4][C:5]([O:11][CH3:12])=[C:6]([CH:8]([OH:10])[CH3:9])[CH:7]=1.[NH2:13][C:14]1[C:19](Br)=[N:18][C:17]([Br:21])=[CH:16][N:15]=1.C[Si](C)(C)[N-][Si](C)(C)C.[Na+].